Dataset: Forward reaction prediction with 1.9M reactions from USPTO patents (1976-2016). Task: Predict the product of the given reaction. Given the reactants [CH3:1][C:2]([C@H:4]1[C@@H:8]2[C@@H:9]3[C@@:22]([CH3:25])([CH2:23][CH2:24][C@@:7]2([C:31]([OH:33])=[O:32])[CH2:6][CH2:5]1)[C@@:21]1([CH3:26])[C@@H:12]([C@:13]2([CH3:30])[C@@H:18]([CH2:19][CH2:20]1)[C:17]([CH3:28])([CH3:27])[C@@H:16]([OH:29])[CH2:15][CH2:14]2)[CH2:11][CH2:10]3)=[CH2:3].[O:34](C(C)=O)[C:35]([CH3:37])=O, predict the reaction product. The product is: [CH3:3][C:2]([CH:4]1[CH:8]2[CH:9]3[C:22]([CH3:25])([CH2:23][CH2:24][C:7]2([C:31]([OH:33])=[O:32])[CH2:6][CH2:5]1)[C:21]1([CH3:26])[CH:12]([C:13]2([CH3:30])[CH:18]([CH2:19][CH2:20]1)[C:17]([CH3:27])([CH3:28])[CH:16]([O:29][C:35]([CH3:37])=[O:34])[CH2:15][CH2:14]2)[CH2:11][CH2:10]3)=[CH2:1].